From a dataset of Full USPTO retrosynthesis dataset with 1.9M reactions from patents (1976-2016). Predict the reactants needed to synthesize the given product. (1) Given the product [Br:1][C:2]1[N:7]=[C:6]([CH:8]=[O:9])[CH:5]=[CH:4][C:3]=1[F:10], predict the reactants needed to synthesize it. The reactants are: [Br:1][C:2]1[N:7]=[C:6]([CH2:8][OH:9])[CH:5]=[CH:4][C:3]=1[F:10]. (2) Given the product [CH3:13][O:14][C:15]([C:17]1[S:18][C:19]([CH:29]=[O:30])=[CH:20][C:21]=1[NH:22][C:23](=[O:28])[C:24]([F:25])([F:26])[F:27])=[O:16], predict the reactants needed to synthesize it. The reactants are: [Li]CCCC.C(NC(C)C)(C)C.[CH3:13][O:14][C:15]([C:17]1[S:18][CH:19]=[CH:20][C:21]=1[NH:22][C:23](=[O:28])[C:24]([F:27])([F:26])[F:25])=[O:16].[CH:29](N1CCCCC1)=[O:30].[Cl-].[NH4+]. (3) Given the product [Cl:19][C:17]1[CH:16]=[CH:15][C:14]2[N:8]([CH2:7][C:6]([CH3:51])([CH3:50])[CH2:5][OH:4])[C:9](=[O:49])[C@@H:10]([CH2:30][C:31]([NH:33][C:34]3[C:42]4[O:41][C:40]([C:43]([OH:45])=[O:44])=[CH:39][C:38]=4[CH:37]=[C:36]([Cl:48])[CH:35]=3)=[O:32])[O:11][C@H:12]([C:20]3[CH:25]=[CH:24][CH:23]=[C:22]([O:26][CH3:27])[C:21]=3[O:28][CH3:29])[C:13]=2[CH:18]=1, predict the reactants needed to synthesize it. The reactants are: C([O:4][CH2:5][C:6]([CH3:51])([CH3:50])[CH2:7][N:8]1[C:14]2[CH:15]=[CH:16][C:17]([Cl:19])=[CH:18][C:13]=2[C@@H:12]([C:20]2[CH:25]=[CH:24][CH:23]=[C:22]([O:26][CH3:27])[C:21]=2[O:28][CH3:29])[O:11][C@H:10]([CH2:30][C:31]([NH:33][C:34]2[C:42]3[O:41][C:40]([C:43]([O:45]CC)=[O:44])=[CH:39][C:38]=3[CH:37]=[C:36]([Cl:48])[CH:35]=2)=[O:32])[C:9]1=[O:49])(=O)C.[OH-].[Na+].Cl. (4) Given the product [N:15]([CH:21]1[C:22]2[C:23](=[N:24][CH:25]=[CH:26][CH:27]=2)[O:18][CH2:19][CH2:20]1)=[N+:16]=[N-:17], predict the reactants needed to synthesize it. The reactants are: C1(P([N:15]=[N+:16]=[N-:17])(C2C=CC=CC=2)=O)C=CC=CC=1.[O:18]1[C:23]2=[N:24][CH:25]=[CH:26][CH:27]=[C:22]2[CH:21](O)[CH2:20][CH2:19]1.C1CCN2C(=NCCC2)CC1. (5) Given the product [CH3:28][NH:29][C:18]([C@@H:14]1[CH2:15][C:16](=[O:17])[N:12]([C:9]2[CH:10]=[CH:11][C:6]([O:5][CH2:4][C:3]3[C:2]([F:1])=[CH:24][CH:23]=[CH:22][C:21]=3[F:25])=[CH:7][CH:8]=2)[CH2:13]1)=[O:19], predict the reactants needed to synthesize it. The reactants are: [F:1][C:2]1[CH:24]=[CH:23][CH:22]=[C:21]([F:25])[C:3]=1[CH2:4][O:5][C:6]1[CH:11]=[CH:10][C:9]([N:12]2[C:16](=[O:17])[CH2:15][C@@H:14]([C:18](O)=[O:19])[CH2:13]2)=[CH:8][CH:7]=1.CN.[CH3:28][N:29](C(ON1N=NC2C=CC=CC1=2)=[N+](C)C)C.F[P-](F)(F)(F)(F)F. (6) Given the product [CH3:1][O:2][C:3]1[C:4](=[O:31])[C:5]([CH3:30])=[C:6]([CH2:12][C:13]2[CH:14]=[CH:15][C:16]([C:22]3[CH:27]=[CH:26][CH:25]=[C:24]([O:28][CH3:29])[CH:23]=3)=[C:17]([CH:21]=2)[C:18]([N:32]2[CH2:37][CH2:36][CH2:35][CH2:34][CH2:33]2)=[O:19])[C:7](=[O:11])[C:8]=1[O:9][CH3:10], predict the reactants needed to synthesize it. The reactants are: [CH3:1][O:2][C:3]1[C:4](=[O:31])[C:5]([CH3:30])=[C:6]([CH2:12][C:13]2[CH:14]=[CH:15][C:16]([C:22]3[CH:27]=[CH:26][CH:25]=[C:24]([O:28][CH3:29])[CH:23]=3)=[C:17]([CH:21]=2)[C:18](O)=[O:19])[C:7](=[O:11])[C:8]=1[O:9][CH3:10].[NH:32]1[CH2:37][CH2:36][CH2:35][CH2:34][CH2:33]1.CCN=C=NCCCN(C)C.Cl. (7) Given the product [Cl:14][C:2]1[CH:7]=[C:6]([O:8][CH3:9])[C:5]([N+:10]([O-:12])=[O:11])=[CH:4][N:3]=1, predict the reactants needed to synthesize it. The reactants are: O[C:2]1[CH:7]=[C:6]([O:8][CH3:9])[C:5]([N+:10]([O-:12])=[O:11])=[CH:4][N:3]=1.O(Cl)[Cl:14].[P]. (8) Given the product [CH3:1][O:2][C:3]1[CH:8]=[CH:7][C:6]([S:9]([C:25]2[CH:26]=[CH:27][C:28]([O:31][CH3:32])=[CH:29][CH:30]=2)([CH3:24])[C:10]2[CH:11]=[CH:12][C:13]([C:16]3[C:21]([CH3:22])=[CH:20][CH:19]=[C:18]([NH:23][C:45]([C:42]4([C:40]5[CH:39]=[CH:38][C:37]6[O:33][CH2:34][O:35][C:36]=6[CH:41]=5)[CH2:44][CH2:43]4)=[O:46])[CH:17]=3)=[CH:14][CH:15]=2)=[CH:5][CH:4]=1, predict the reactants needed to synthesize it. The reactants are: [CH3:1][O:2][C:3]1[CH:8]=[CH:7][C:6]([S:9]([C:25]2[CH:30]=[CH:29][C:28]([O:31][CH3:32])=[CH:27][CH:26]=2)([CH3:24])[C:10]2[CH:15]=[CH:14][C:13]([C:16]3[C:21]([CH3:22])=[CH:20][CH:19]=[C:18]([NH2:23])[CH:17]=3)=[CH:12][CH:11]=2)=[CH:5][CH:4]=1.[O:33]1[C:37]2[CH:38]=[CH:39][C:40]([C:42]3([C:45](O)=[O:46])[CH2:44][CH2:43]3)=[CH:41][C:36]=2[O:35][CH2:34]1.CCN(C(C)C)C(C)C. (9) Given the product [C:1]([O:5][C:6]([N:8]1[CH2:9][C:10](=[O:43])[N:11]([C:23]2[CH:28]=[CH:27][C:26]([O:29][CH2:30][CH2:31][CH2:32][O:33][CH2:34][C:35]3[CH:40]=[CH:39][CH:38]=[CH:37][C:36]=3[O:41][CH3:42])=[CH:25][CH:24]=2)[C@@H:12]([CH2:14][N:44]=[N+:45]=[N-:46])[CH2:13]1)=[O:7])([CH3:3])([CH3:4])[CH3:2], predict the reactants needed to synthesize it. The reactants are: [C:1]([O:5][C:6]([N:8]1[CH2:13][C@H:12]([CH2:14]OS(C(F)(F)F)(=O)=O)[N:11]([C:23]2[CH:28]=[CH:27][C:26]([O:29][CH2:30][CH2:31][CH2:32][O:33][CH2:34][C:35]3[CH:40]=[CH:39][CH:38]=[CH:37][C:36]=3[O:41][CH3:42])=[CH:25][CH:24]=2)[C:10](=[O:43])[CH2:9]1)=[O:7])([CH3:4])([CH3:3])[CH3:2].[N-:44]=[N+:45]=[N-:46].[Na+]. (10) Given the product [NH2:14][C:13]1[CH:12]=[CH:11][C:6]([C:7]([O:9][CH3:10])=[O:8])=[CH:5][C:4]=1[O:3][CH2:1][CH3:2], predict the reactants needed to synthesize it. The reactants are: [CH2:1]([O:3][C:4]1[CH:5]=[C:6]([CH:11]=[CH:12][C:13]=1[N+:14]([O-])=O)[C:7]([O:9][CH3:10])=[O:8])[CH3:2].